This data is from Forward reaction prediction with 1.9M reactions from USPTO patents (1976-2016). The task is: Predict the product of the given reaction. Given the reactants [F:1][C:2]1([F:19])[CH2:7][O:6][C:5]([NH2:8])=[N:4][C@@:3]21[C:17]1[C:12](=[CH:13][CH:14]=[C:15]([NH2:18])[CH:16]=1)[O:11][CH2:10][CH2:9]2.Cl[C:21]1[CH:22]=N[NH:24][C:25]=1[C:26]([OH:28])=O, predict the reaction product. The product is: [NH2:8][C:5]1[O:6][CH2:7][C:2]([F:1])([F:19])[C@@:3]2([C:17]3[C:12](=[CH:13][CH:14]=[C:15]([NH:18][C:26](=[O:28])[C:25]4[CH:21]=[CH:22][C:2]([C:3]#[N:4])=[CH:7][N:24]=4)[CH:16]=3)[O:11][CH2:10][CH2:9]2)[N:4]=1.